From a dataset of Forward reaction prediction with 1.9M reactions from USPTO patents (1976-2016). Predict the product of the given reaction. (1) Given the reactants [Cl:1][C:2]1[CH:11]=[CH:10][C:9]2[C:8]([NH2:12])=[CH:7][CH:6]=[CH:5][C:4]=2[N:3]=1.C(N(CC)CC)C.[C:20](O[C:20](=[O:23])[CH2:21][CH3:22])(=[O:23])[CH2:21][CH3:22], predict the reaction product. The product is: [Cl:1][C:2]1[CH:11]=[CH:10][C:9]2[C:4](=[CH:5][CH:6]=[CH:7][C:8]=2[NH:12][C:20](=[O:23])[CH2:21][CH3:22])[N:3]=1. (2) The product is: [Cl:1][C:2]1[CH:7]=[CH:6][C:5]([CH:8]([C:26]2[CH:27]=[CH:28][C:23]([CH2:22][OH:21])=[CH:24][CH:25]=2)[CH2:9][C:10]([C:12]2[CH:13]=[CH:14][C:15](=[O:19])[N:16]([CH3:18])[CH:17]=2)=[O:11])=[C:4]([CH3:20])[CH:3]=1. Given the reactants [Cl:1][C:2]1[CH:7]=[CH:6][C:5](/[CH:8]=[CH:9]/[C:10]([C:12]2[CH:13]=[CH:14][C:15](=[O:19])[N:16]([CH3:18])[CH:17]=2)=[O:11])=[C:4]([CH3:20])[CH:3]=1.[OH:21][CH2:22][C:23]1[CH:28]=[CH:27][C:26](B(O)O)=[CH:25][CH:24]=1.C(=O)([O-])O.[Na+], predict the reaction product. (3) Given the reactants [Br-].[C:2]([C:5]1[CH:6]=[N+:7]([CH2:23][C:24]2[CH:29]=[CH:28][CH:27]=[CH:26][C:25]=2[CH3:30])[CH:8]=[CH:9][C:10]=1[CH2:11][CH:12]1[CH2:20][C:19]2[C:14](=[CH:15][CH:16]=[C:17]([CH3:21])[CH:18]=2)[C:13]1=[O:22])(=[O:4])[CH3:3].C1C(C(N)=O)=CN(CC2C=CC=CC=2)C=C1, predict the reaction product. The product is: [C:2]([C:5]1[CH:10]([CH2:11][CH:12]2[CH2:20][C:19]3[C:14](=[CH:15][CH:16]=[C:17]([CH3:21])[CH:18]=3)[C:13]2=[O:22])[CH:9]=[CH:8][N:7]([CH2:23][C:24]2[CH:29]=[CH:28][CH:27]=[CH:26][C:25]=2[CH3:30])[CH:6]=1)(=[O:4])[CH3:3]. (4) Given the reactants Cl[C:2]1[CH:7]=[C:6]([C:8]2[CH:13]=[CH:12][CH:11]=[CH:10][CH:9]=2)[N:5]=[C:4]([NH:14][C:15](=[O:29])[CH2:16][CH2:17][C:18]([C:20]2[CH:21]=[CH:22][C:23]3[O:27][CH2:26][CH2:25][C:24]=3[CH:28]=2)=[O:19])[CH:3]=1.C1(C2C=CC=CC=2)C=CC=CC=1P(C1CCCCC1)C1CCCCC1.C(=O)([O-])[O-].[K+].[K+].[OH:61][CH2:62][CH2:63][CH2:64][C:65]1[CH:66]=[C:67](B(O)O)[CH:68]=[CH:69][CH:70]=1, predict the reaction product. The product is: [O:27]1[C:23]2[CH:22]=[CH:21][C:20]([C:18](=[O:19])[CH2:17][CH2:16][C:15]([NH:14][C:4]3[CH:3]=[C:2]([C:69]4[CH:68]=[CH:67][CH:66]=[C:65]([CH2:64][CH2:63][CH2:62][OH:61])[CH:70]=4)[CH:7]=[C:6]([C:8]4[CH:13]=[CH:12][CH:11]=[CH:10][CH:9]=4)[N:5]=3)=[O:29])=[CH:28][C:24]=2[CH2:25][CH2:26]1.